Dataset: Forward reaction prediction with 1.9M reactions from USPTO patents (1976-2016). Task: Predict the product of the given reaction. (1) Given the reactants C([O:3][CH2:4][CH3:5])=O.[Na].[C:7]1([CH2:17][C:18](OCC)=[O:19])[C:16]2[C:11](=[CH:12][CH:13]=[CH:14][CH:15]=2)[CH:10]=[CH:9][CH:8]=1, predict the reaction product. The product is: [C:7]1([CH:17]([C:4](=[O:3])[CH3:5])[CH:18]=[O:19])[C:16]2[C:11](=[CH:12][CH:13]=[CH:14][CH:15]=2)[CH:10]=[CH:9][CH:8]=1. (2) Given the reactants C(N(C(C)C)CC)(C)C.C(Cl)(Cl)Cl.[Cl:14][C:15]1[N:24]=[C:23](Cl)[C:22]2[CH2:21][CH2:20][CH2:19][CH2:18][C:17]=2[N:16]=1.[C:26]([NH:29][C@H:30]1[CH2:34][CH2:33][NH:32][CH2:31]1)(=[O:28])[CH3:27], predict the reaction product. The product is: [Cl:14][C:15]1[N:24]=[C:23]([N:32]2[CH2:33][CH2:34][C@H:30]([NH:29][C:26](=[O:28])[CH3:27])[CH2:31]2)[C:22]2[CH2:21][CH2:20][CH2:19][CH2:18][C:17]=2[N:16]=1.